From a dataset of Catalyst prediction with 721,799 reactions and 888 catalyst types from USPTO. Predict which catalyst facilitates the given reaction. (1) Reactant: [C:1]([N-:4][CH:5]1[CH2:10][CH2:9][NH:8][CH2:7][CH2:6]1)(=[O:3])C.[C:11]12([NH2:21])[CH2:20][CH:15]3[CH2:16][CH:17]([CH2:19][CH:13]([CH2:14]3)[CH2:12]1)[CH2:18]2.[C:22](OI(C1C=CC=CC=1)OC(=O)C)(=[O:24])[CH3:23]. Product: [C:22]([N:8]1[CH2:9][CH2:10][CH:5]([NH:4][C:1]([NH:21][C:11]23[CH2:18][CH:17]4[CH2:16][CH:15]([CH2:14][CH:13]([CH2:19]4)[CH2:12]2)[CH2:20]3)=[O:3])[CH2:6][CH2:7]1)(=[O:24])[CH3:23]. The catalyst class is: 10. (2) Reactant: [Cu]C#N.[Br-].[Li+].[I-].[C:7]([C:9]1[C:14]([F:15])=[CH:13][CH:12]=[CH:11][C:10]=1[Zn+])#[N:8].[Br:17][C:18]1[CH:19]=[C:20]([CH:24]=[CH:25][CH:26]=1)[C:21](Cl)=[O:22].[NH4+].[Cl-]. Product: [Br:17][C:18]1[CH:19]=[C:20]([CH:24]=[CH:25][CH:26]=1)[C:21]([C:10]1[CH:11]=[CH:12][CH:13]=[C:14]([F:15])[C:9]=1[C:7]#[N:8])=[O:22]. The catalyst class is: 20. (3) Reactant: [S:1]1[CH:5]=[CH:4][CH:3]=[C:2]1[C:6](=[NH:29])[NH:7][C:8]1[CH:9]=[C:10]2[C:14](=[CH:15][CH:16]=1)[N:13]([CH:17]1[CH2:21][CH2:20][N:19](C(OC(C)(C)C)=O)[CH2:18]1)[CH2:12][CH2:11]2.Cl. Product: [NH:19]1[CH2:20][CH2:21][CH:17]([N:13]2[C:14]3[C:10](=[CH:9][C:8]([NH:7][C:6]([C:2]4[S:1][CH:5]=[CH:4][CH:3]=4)=[NH:29])=[CH:16][CH:15]=3)[CH2:11][CH2:12]2)[CH2:18]1. The catalyst class is: 5. (4) Reactant: F[C:2]1[CH:12]=[CH:11][C:5]([C:6]([O:8]CC)=[O:7])=[CH:4][CH:3]=1.[C:13]([S:17][Na])([CH3:16])([CH3:15])[CH3:14]. Product: [C:13]([S:17][C:2]1[CH:3]=[CH:4][C:5]([C:6]([OH:8])=[O:7])=[CH:11][CH:12]=1)([CH3:16])([CH3:15])[CH3:14]. The catalyst class is: 9.